From a dataset of Forward reaction prediction with 1.9M reactions from USPTO patents (1976-2016). Predict the product of the given reaction. (1) Given the reactants [F:8][C:7]([F:10])([F:9])[C:6](O[C:6](=[O:11])[C:7]([F:10])([F:9])[F:8])=[O:11].[CH2:14]([N:16]1[CH2:20][CH2:19][C@@H:18]([NH:21][CH2:22][CH2:23][C:24]2[CH:29]=[CH:28][CH:27]=[C:26]([F:30])[CH:25]=2)[CH2:17]1)[CH3:15].C(N(CC)CC)C, predict the reaction product. The product is: [CH2:14]([N:16]1[CH2:20][CH2:19][C@@H:18]([N:21]([CH2:22][CH2:23][C:24]2[CH:29]=[CH:28][CH:27]=[C:26]([F:30])[CH:25]=2)[C:6](=[O:11])[C:7]([F:8])([F:9])[F:10])[CH2:17]1)[CH3:15]. (2) Given the reactants [CH3:1][O:2][C:3](=[O:53])[C@@H:4]([NH:20][C:21]([C@@H:23]1[CH2:32][C:31]2[CH:30]=[C:29]3[O:33][CH2:34][C@H:35]([C:37]4[CH:42]=[CH:41][C:40]([O:43][CH2:44][C:45]5[CH:50]=[CH:49][C:48]([Cl:51])=[C:47]([Cl:52])[CH:46]=5)=[CH:39][CH:38]=4)[O:36][C:28]3=[CH:27][C:26]=2[CH2:25][NH:24]1)=[O:22])[CH2:5][C:6]1[CH:11]=[CH:10][C:9]([C:12]2[CH:17]=[CH:16][C:15]([C:18]#[N:19])=[CH:14][CH:13]=2)=[CH:8][CH:7]=1.[CH3:54][O:55][C:56]1[CH:61]=[C:60]([CH3:62])[CH:59]=[CH:58][C:57]=1[S:63](Cl)(=[O:65])=[O:64], predict the reaction product. The product is: [CH3:1][O:2][C:3](=[O:53])[C@@H:4]([NH:20][C:21]([C@@H:23]1[CH2:32][C:31]2[CH:30]=[C:29]3[O:33][CH2:34][C@H:35]([C:37]4[CH:42]=[CH:41][C:40]([O:43][CH2:44][C:45]5[CH:50]=[CH:49][C:48]([Cl:51])=[C:47]([Cl:52])[CH:46]=5)=[CH:39][CH:38]=4)[O:36][C:28]3=[CH:27][C:26]=2[CH2:25][N:24]1[S:63]([C:57]1[CH:58]=[CH:59][C:60]([CH3:62])=[CH:61][C:56]=1[O:55][CH3:54])(=[O:65])=[O:64])=[O:22])[CH2:5][C:6]1[CH:11]=[CH:10][C:9]([C:12]2[CH:13]=[CH:14][C:15]([C:18]#[N:19])=[CH:16][CH:17]=2)=[CH:8][CH:7]=1. (3) Given the reactants Cl[C:2]1[C:7]([C:8]#[N:9])=[C:6]([NH:10][CH2:11][CH2:12][OH:13])[N:5]=[C:4]([S:14][CH3:15])[N:3]=1.C(N(C(C)C)C(C)C)C.[C:25]1([CH:31]2[CH2:36][CH2:35][NH:34][CH2:33][CH2:32]2)[CH:30]=[CH:29][CH:28]=[CH:27][CH:26]=1, predict the reaction product. The product is: [OH:13][CH2:12][CH2:11][NH:10][C:6]1[C:7]([C:8]#[N:9])=[C:2]([N:34]2[CH2:35][CH2:36][CH:31]([C:25]3[CH:30]=[CH:29][CH:28]=[CH:27][CH:26]=3)[CH2:32][CH2:33]2)[N:3]=[C:4]([S:14][CH3:15])[N:5]=1. (4) The product is: [CH3:1][C:2]([O:4][CH2:5][C:6]1[CH2:25][S:24][C@@H:9]2[C@H:10]([NH2:13])[C:11](=[O:12])[N:8]2[C:7]=1[C:26]([OH:28])=[O:27])=[O:3]. Given the reactants [CH3:1][C:2]([O:4][CH2:5][C:6]1[CH2:25][S:24][C@@H:9]2[C@H:10]([NH:13]C(CCC[C@@H](N)C(O)=O)=O)[C:11](=[O:12])[N:8]2[C:7]=1[C:26]([OH:28])=[O:27])=[O:3].CC(OCC1CS[C@@H]2[C@H](NC(CCCC(O)=O)=O)C(=O)N2C=1C(O)=O)=O, predict the reaction product. (5) The product is: [Cl:22][C:7]1[N:6]=[C:5]([NH:9][C@H:10]([C:12]2[CH:17]=[CH:16][C:15]([F:18])=[CH:14][N:13]=2)[CH3:11])[C:4]([N+:19]([O-:21])=[O:20])=[CH:3][CH:2]=1. Given the reactants F[C:2]1[CH:3]=[C:4]([N+:19]([O-:21])=[O:20])[C:5]([NH:9][C@H:10]([C:12]2[CH:17]=[CH:16][C:15]([F:18])=[CH:14][N:13]=2)[CH3:11])=[N:6][C:7]=1F.[Cl:22]C1C([N+]([O-])=O)=CC=C(Cl)N=1, predict the reaction product. (6) Given the reactants [F:1][C:2]([F:19])([F:18])[C:3]1[CH:8]=[CH:7][C:6]([C:9]2[C:10]([C:15](Cl)=[O:16])=[CH:11][CH:12]=[CH:13][CH:14]=2)=[CH:5][CH:4]=1.[NH2:20][C:21]1[CH:34]=[CH:33][C:24]([CH2:25][NH:26][C:27]2[CH:32]=[CH:31][CH:30]=[CH:29][N:28]=2)=[CH:23][CH:22]=1.C(N(CC)CC)C.C(OCC)(=O)C, predict the reaction product. The product is: [N:28]1[CH:29]=[CH:30][CH:31]=[CH:32][C:27]=1[NH:26][CH2:25][C:24]1[CH:33]=[CH:34][C:21]([NH:20][C:15]([C:10]2[C:9]([C:6]3[CH:7]=[CH:8][C:3]([C:2]([F:19])([F:18])[F:1])=[CH:4][CH:5]=3)=[CH:14][CH:13]=[CH:12][CH:11]=2)=[O:16])=[CH:22][CH:23]=1. (7) Given the reactants [Br:1][C:2]1[CH:7]=[CH:6][C:5]([C:8]2[O:12][N:11]=[C:10]([CH3:13])[C:9]=2[CH:14]2[CH2:16][O:15]2)=[CH:4][CH:3]=1.[C:17]1([CH2:23][CH2:24][OH:25])[CH:22]=[CH:21][CH:20]=[CH:19][CH:18]=1, predict the reaction product. The product is: [Br:1][C:2]1[CH:3]=[CH:4][C:5]([C:8]2[O:12][N:11]=[C:10]([CH3:13])[C:9]=2[CH:14]([OH:15])[CH2:16][O:25][CH2:24][CH2:23][C:17]2[CH:22]=[CH:21][CH:20]=[CH:19][CH:18]=2)=[CH:6][CH:7]=1.